This data is from Full USPTO retrosynthesis dataset with 1.9M reactions from patents (1976-2016). The task is: Predict the reactants needed to synthesize the given product. (1) Given the product [Cl:12][C:11]1[C:2]([OH:1])=[CH:3][C:4]2[O:9][CH2:8][CH2:7][O:6][C:5]=2[CH:10]=1, predict the reactants needed to synthesize it. The reactants are: [OH:1][C:2]1[CH:11]=[CH:10][C:5]2[O:6][CH2:7][CH2:8][O:9][C:4]=2[CH:3]=1.[Cl:12]N1C(=O)CCC1=O. (2) The reactants are: [ClH:1].FC(F)(F)C1C=CC=CC=1O[C@H]1CCNC1.[OH:18][C@@H:19]1[CH2:23][CH2:22][N:21](C(OC(C)(C)C)=O)[CH2:20]1.[Br:31][C:32]1[CH:37]=[CH:36][C:35]([F:38])=[CH:34][C:33]=1O. Given the product [ClH:1].[Br:31][C:32]1[CH:37]=[CH:36][C:35]([F:38])=[CH:34][C:33]=1[O:18][C@H:19]1[CH2:23][CH2:22][NH:21][CH2:20]1, predict the reactants needed to synthesize it. (3) Given the product [F:1][C:2]1[CH:3]=[CH:4][C:5]([N:8]2[C:16]3[C:11](=[CH:12][C:13]([OH:17])=[CH:14][CH:15]=3)[CH:10]=[N:9]2)=[CH:6][CH:7]=1, predict the reactants needed to synthesize it. The reactants are: [F:1][C:2]1[CH:7]=[CH:6][C:5]([N:8]2[C:16]3[C:11](=[CH:12][C:13]([O:17]C)=[CH:14][CH:15]=3)[CH:10]=[N:9]2)=[CH:4][CH:3]=1. (4) Given the product [CH3:26][N:25]([CH3:27])[C:23]1[C:22]2[C:17](=[CH:18][CH:19]=[CH:20][CH:21]=2)[N:16]=[C:15](/[CH:14]=[CH:13]/[C:4]2[N:3]=[C:2]([OH:40])[CH:7]=[C:6]([N:8]3[CH2:12][CH2:11][CH2:10][CH2:9]3)[N:5]=2)[N:24]=1, predict the reactants needed to synthesize it. The reactants are: Cl[C:2]1[CH:7]=[C:6]([N:8]2[CH2:12][CH2:11][CH2:10][CH2:9]2)[N:5]=[C:4](/[CH:13]=[CH:14]/[C:15]2[N:24]=[C:23]([N:25]([CH3:27])[CH3:26])[C:22]3[C:17](=[CH:18][CH:19]=[CH:20][CH:21]=3)[N:16]=2)[N:3]=1.[H-].[Na+].CN(C)CCNC.CN(C)C=[O:40]. (5) The reactants are: Cl[C:2]1[CH:7]=[CH:6][C:5]([S:8]([CH3:11])(=[O:10])=[O:9])=[C:4]([Cl:12])[C:3]=1[CH3:13].[C:14](=O)([OH:16])[O-:15].[Na+].[C]=O.[OH-].[Na+]. Given the product [Cl:12][C:4]1[C:3]([CH3:13])=[C:2]([CH:7]=[CH:6][C:5]=1[S:8]([CH3:11])(=[O:10])=[O:9])[C:14]([OH:16])=[O:15], predict the reactants needed to synthesize it. (6) Given the product [CH2:1]1[C@@H:14]2[C@@H:6]([NH:7][C:8]3[CH:9]=[CH:10][CH:11]=[CH:12][C:13]=32)[CH2:5][CH2:4][NH:3][CH2:2]1, predict the reactants needed to synthesize it. The reactants are: [CH2:1]1[C:14]2[C:13]3[CH:12]=[CH:11][CH:10]=[CH:9][C:8]=3[NH:7][C:6]=2[CH2:5][CH2:4][NH:3][CH2:2]1. (7) Given the product [CH2:16]([O:15][C:13](=[O:14])[C:12](=[CH:18][NH:19][C:1]1[CH2:6][CH2:5][CH2:4][CH2:3][CH:2]=1)[C:11]([O:10][CH2:8][CH3:9])=[O:20])[CH3:17], predict the reactants needed to synthesize it. The reactants are: [C:1]1(=O)[CH2:6][CH2:5][CH2:4][CH2:3][CH2:2]1.[CH2:8]([O:10][C:11](=[O:20])[C:12](=[CH:18][NH2:19])[C:13]([O:15][CH2:16][CH3:17])=[O:14])[CH3:9].C1(C)C=CC(S(O)(=O)=O)=CC=1. (8) Given the product [CH3:16][C:17]1[O:32][C:14]([CH2:13][NH:12][C:7]2[CH:6]=[CH:5][C:4]3[C:9](=[CH:10][CH:11]=[C:2]([NH:30][C:22](=[O:29])[C:23]4[CH:28]=[CH:27][CH:26]=[CH:25][CH:24]=4)[CH:3]=3)[N:8]=2)=[CH:19][CH:18]=1, predict the reactants needed to synthesize it. The reactants are: Br[C:2]1[CH:3]=[C:4]2[C:9](=[CH:10][CH:11]=1)[N:8]=[C:7]([NH:12][CH2:13][C:14]1[CH:19]=[CH:18][CH:17]=[CH:16]C=1OC)[CH:6]=[CH:5]2.[C:22]([NH2:30])(=[O:29])[C:23]1[CH:28]=[CH:27][CH:26]=[CH:25][CH:24]=1.C(=O)([O-])[O-:32].[Cs+].[Cs+].C1(P(C2C=CC=CC=2)C2C3OC4C(=CC=CC=4P(C4C=CC=CC=4)C4C=CC=CC=4)C(C)(C)C=3C=CC=2)C=CC=CC=1. (9) Given the product [CH3:1][N:2]1[C:7]2[CH:8]=[CH:9][CH:10]=[C:11]([CH2:12][CH:13]=[O:14])[C:6]=2[O:5][CH2:4][C:3]1=[O:16], predict the reactants needed to synthesize it. The reactants are: [CH3:1][N:2]1[C:7]2[CH:8]=[CH:9][CH:10]=[C:11]([CH:12]=[CH:13][O:14]C)[C:6]=2[O:5][CH2:4][C:3]1=[O:16]. (10) Given the product [NH2:25][C@H:26]([C:27]([OH:28])=[O:14])[CH2:5][CH2:6][CH2:7][CH2:8][NH2:9], predict the reactants needed to synthesize it. The reactants are: C1[C:6]([CH2:7][CH2:8][NH2:9])=[CH:5]C=C(S(F)(=O)=O)C=1.[OH:14]CC(CO)O.C1[N:25]([CH2:26][CH2:27][OH:28])CCN(CCS(O)(=O)=O)C1.